From a dataset of Catalyst prediction with 721,799 reactions and 888 catalyst types from USPTO. Predict which catalyst facilitates the given reaction. (1) Reactant: [NH2:1][C:2]1[CH:29]=[CH:28][C:5]2[CH2:6][CH2:7][C:8]3[C:9]([C:25]([NH2:27])=[O:26])=[N:10][N:11]([C:13]4[CH:18]=[CH:17][C:16]([S:19]([N:22]([CH3:24])[CH3:23])(=[O:21])=[O:20])=[CH:15][CH:14]=4)[C:12]=3[C:4]=2[CH:3]=1.[Cl:30][C:31]1[CH:39]=[CH:38][CH:37]=[CH:36][C:32]=1[C:33](Cl)=[O:34].C(O)C(N)(CO)CO.CCOC(C)=O. Product: [Cl:30][C:31]1[CH:39]=[CH:38][CH:37]=[CH:36][C:32]=1[C:33]([NH:1][C:2]1[CH:29]=[CH:28][C:5]2[CH2:6][CH2:7][C:8]3[C:9]([C:25]([NH2:27])=[O:26])=[N:10][N:11]([C:13]4[CH:14]=[CH:15][C:16]([S:19]([N:22]([CH3:23])[CH3:24])(=[O:20])=[O:21])=[CH:17][CH:18]=4)[C:12]=3[C:4]=2[CH:3]=1)=[O:34]. The catalyst class is: 17. (2) Reactant: C([Li])CCC.C(NC(C)C)(C)C.[CH3:13][C:14]1[CH:19]=[N:18][CH:17]=[CH:16][N:15]=1.[CH2:20]([O:22][C:23](=[O:27])[CH2:24][CH2:25]Br)[CH3:21]. Product: [CH2:20]([O:22][C:23](=[O:27])[CH2:24][CH2:25][CH2:13][C:14]1[CH:19]=[N:18][CH:17]=[CH:16][N:15]=1)[CH3:21]. The catalyst class is: 1.